Dataset: Catalyst prediction with 721,799 reactions and 888 catalyst types from USPTO. Task: Predict which catalyst facilitates the given reaction. (1) Reactant: [CH3:1][N:2]([CH3:22])[C:3]1[C:8](=[O:9])[NH:7][C:6](=[O:10])[NH:5][C:4]=1[C:11]([C:13]1[CH:14]=[C:15]([CH:18]=[C:19]([CH3:21])[CH:20]=1)[C:16]#[N:17])=[O:12].[F:23][C:24]1[CH:29]=[C:28]([CH2:30]OS(C)(=O)=O)[CH:27]=[C:26]([NH:36][CH2:37][C:38]2[CH:43]=[CH:42][C:41]([O:44][CH3:45])=[CH:40][CH:39]=2)[N:25]=1.[I-].[Li+].C(=O)([O-])[O-].[K+].[K+]. Product: [CH3:1][N:2]([CH3:22])[C:3]1[C:8](=[O:9])[NH:7][C:6](=[O:10])[N:5]([CH2:30][C:28]2[CH:27]=[C:26]([NH:36][CH2:37][C:38]3[CH:43]=[CH:42][C:41]([O:44][CH3:45])=[CH:40][CH:39]=3)[N:25]=[C:24]([F:23])[CH:29]=2)[C:4]=1[C:11]([C:13]1[CH:14]=[C:15]([CH:18]=[C:19]([CH3:21])[CH:20]=1)[C:16]#[N:17])=[O:12]. The catalyst class is: 618. (2) Reactant: [OH:1][CH2:2][CH2:3][N:4]([CH2:17][C:18]([F:21])([F:20])[F:19])[C:5]1[CH:12]=[CH:11][C:8]([C:9]#[N:10])=[C:7]([C:13]([F:16])([F:15])[F:14])[CH:6]=1.[NH:22]1[CH:27]=[CH:26][C:25](=O)[N:24]=[CH:23]1. Product: [N:22]1[CH:27]=[CH:26][C:25]([O:1][CH2:2][CH2:3][N:4]([CH2:17][C:18]([F:19])([F:20])[F:21])[C:5]2[CH:12]=[CH:11][C:8]([C:9]#[N:10])=[C:7]([C:13]([F:15])([F:16])[F:14])[CH:6]=2)=[N:24][CH:23]=1. The catalyst class is: 57. (3) Reactant: Cl[C:2]1[C:11]2[C:6](=[CH:7][C:8]([O:12][CH3:13])=[CH:9][CH:10]=2)[C:5]([C:14]2[CH:19]=[CH:18][CH:17]=[C:16]([F:20])[CH:15]=2)=[C:4]([C:21]#[N:22])[N:3]=1.[OH:23][CH2:24][CH:25]([NH2:28])[CH2:26][OH:27]. Product: [F:20][C:16]1[CH:15]=[C:14]([C:5]2[C:6]3[C:11](=[CH:10][CH:9]=[C:8]([O:12][CH3:13])[CH:7]=3)[C:2]([NH:28][CH:25]([CH2:26][OH:27])[CH2:24][OH:23])=[N:3][C:4]=2[C:21]#[N:22])[CH:19]=[CH:18][CH:17]=1. The catalyst class is: 32.